From a dataset of Forward reaction prediction with 1.9M reactions from USPTO patents (1976-2016). Predict the product of the given reaction. (1) Given the reactants [F:1][C:2]1[CH:10]=[CH:9][C:8]([CH3:11])=[C:7]2[C:3]=1[C:4]([C:16]([OH:18])=O)=[CH:5][N:6]2[CH2:12][CH2:13][O:14][CH3:15].Cl.[F:20][C:21]([F:40])([F:39])[C:22]([NH:24][CH2:25][C:26]1[CH:31]=[CH:30][C:29]([F:32])=[C:28]([CH:33]2[CH2:38][CH2:37][NH:36][CH2:35][CH2:34]2)[CH:27]=1)=[O:23], predict the reaction product. The product is: [F:39][C:21]([F:20])([F:40])[C:22]([NH:24][CH2:25][C:26]1[CH:31]=[CH:30][C:29]([F:32])=[C:28]([CH:33]2[CH2:38][CH2:37][N:36]([C:16]([C:4]3[C:3]4[C:7](=[C:8]([CH3:11])[CH:9]=[CH:10][C:2]=4[F:1])[N:6]([CH2:12][CH2:13][O:14][CH3:15])[CH:5]=3)=[O:18])[CH2:35][CH2:34]2)[CH:27]=1)=[O:23]. (2) Given the reactants CS[C:3]([N:6]1[CH2:10][CH2:9][CH2:8][CH:7]1[C:11]1[CH:15]=[C:14]([C:16]2[CH:21]=[CH:20][CH:19]=[C:18]([Cl:22])[CH:17]=2)[O:13][N:12]=1)=[N:4][CH3:5].[C:23]([NH:31][NH2:32])(=O)[C:24]1[CH:29]=[CH:28][N:27]=[CH:26][CH:25]=1.N1C=CC=CC=1, predict the reaction product. The product is: [Cl:22][C:18]1[CH:17]=[C:16]([C:14]2[O:13][N:12]=[C:11]([CH:7]3[CH2:8][CH2:9][CH2:10][N:6]3[C:3]3[N:4]([CH3:5])[C:23]([C:24]4[CH:29]=[CH:28][N:27]=[CH:26][CH:25]=4)=[N:31][N:32]=3)[CH:15]=2)[CH:21]=[CH:20][CH:19]=1. (3) Given the reactants [Cl:1][C:2]1[CH:3]=[N+:4]([O-:25])[CH:5]=[C:6]([Cl:24])[C:7]=1[CH2:8][CH:9]([C:11]1[CH:16]=[CH:15][C:14]([O:17][CH3:18])=[C:13]([O:19][CH2:20][CH:21]2[CH2:23][CH2:22]2)[CH:12]=1)[OH:10].C(Cl)CCl.[CH3:30][N:31]([CH3:51])[C:32]([C:34]1[CH:35]=[C:36]([S:40]([N:43]2[CH2:47][CH2:46][S:45][C@H:44]2[C:48](O)=[O:49])(=[O:42])=[O:41])[CH:37]=[CH:38][CH:39]=1)=[O:33], predict the reaction product. The product is: [Cl:24][C:6]1[CH:5]=[N+:4]([O-:25])[CH:3]=[C:2]([Cl:1])[C:7]=1[CH2:8][CH:9]([C:11]1[CH:16]=[CH:15][C:14]([O:17][CH3:18])=[C:13]([O:19][CH2:20][CH:21]2[CH2:23][CH2:22]2)[CH:12]=1)[O:10][C:48]([C@H:44]1[N:43]([S:40]([C:36]2[CH:37]=[CH:38][CH:39]=[C:34]([C:32](=[O:33])[N:31]([CH3:30])[CH3:51])[CH:35]=2)(=[O:42])=[O:41])[CH2:47][CH2:46][S:45]1)=[O:49]. (4) Given the reactants FC(F)(F)S(O[C:7]1[C:8]([CH3:36])([CH3:35])[C@H:9]2[C@:22]([CH3:25])([CH2:23][CH:24]=1)[C@@H:21]1[C@:12]([CH3:34])([C@@:13]3([CH3:33])[C@H:18]([CH2:19][CH2:20]1)[C@H:17]1[C@H:26]([C:29]([CH3:31])=[CH2:30])[CH2:27][CH2:28][C@:16]1([NH2:32])[CH2:15][CH2:14]3)[CH2:11][CH2:10]2)(=O)=O.[F:39][CH2:40][C@:41]1([C:56]([O:58][CH2:59][C:60]2[CH:65]=[CH:64][CH:63]=[CH:62][CH:61]=2)=[O:57])[CH2:46][CH2:45][C:44](B2OC(C)(C)C(C)(C)O2)=[CH:43][CH2:42]1.[O-]P([O-])([O-])=O.[K+].[K+].[K+].CC(C1C=C(C(C)C)C(C2C=CC=CC=2P(C2CCCCC2)C2CCCCC2)=C(C(C)C)C=1)C, predict the reaction product. The product is: [NH2:32][C@:16]12[CH2:28][CH2:27][C@@H:26]([C:29]([CH3:31])=[CH2:30])[C@@H:17]1[C@@H:18]1[C@@:13]([CH3:33])([CH2:14][CH2:15]2)[C@@:12]2([CH3:34])[C@@H:21]([C@:22]3([CH3:25])[C@@H:9]([CH2:10][CH2:11]2)[C:8]([CH3:35])([CH3:36])[C:7]([C:44]2[CH2:45][CH2:46][C@:41]([CH2:40][F:39])([C:56]([O:58][CH2:59][C:60]4[CH:61]=[CH:62][CH:63]=[CH:64][CH:65]=4)=[O:57])[CH2:42][CH:43]=2)=[CH:24][CH2:23]3)[CH2:20][CH2:19]1.